Task: Predict the product of the given reaction.. Dataset: Forward reaction prediction with 1.9M reactions from USPTO patents (1976-2016) (1) Given the reactants [Cl:1][C:2]1[CH:20]=[CH:19][C:5]([C:6]([C:8]2[CH:16]=[CH:15][C:14]([O:17][CH3:18])=[CH:13][C:9]=2[C:10](O)=[O:11])=O)=[CH:4][CH:3]=1.O.[NH2:22][NH2:23], predict the reaction product. The product is: [Cl:1][C:2]1[CH:20]=[CH:19][C:5]([C:6]2[C:8]3[C:9](=[CH:13][C:14]([O:17][CH3:18])=[CH:15][CH:16]=3)[C:10](=[O:11])[NH:23][N:22]=2)=[CH:4][CH:3]=1. (2) Given the reactants [CH3:1][S:2]([C:4]1[CH:13]=[CH:12][C:11]([N:14]2[CH:18]=[N:17][N:16]=[N:15]2)=[CH:10][C:5]=1[C:6]([O:8]C)=[O:7])=[O:3].[OH-].[Na+].Cl, predict the reaction product. The product is: [CH3:1][S:2]([C:4]1[CH:13]=[CH:12][C:11]([N:14]2[CH:18]=[N:17][N:16]=[N:15]2)=[CH:10][C:5]=1[C:6]([OH:8])=[O:7])=[O:3]. (3) Given the reactants C([O:3][C:4](=[O:34])[C:5]([O:8][C:9]1[CH:14]=[CH:13][C:12]([CH2:15][CH2:16][CH2:17][N:18]2[C:23](=[O:24])[C:22]3[N:25]([CH3:31])[N:26]=[C:27]([CH2:28][CH2:29][CH3:30])[C:21]=3[N:20]=[C:19]2[CH2:32][CH3:33])=[CH:11][CH:10]=1)([CH3:7])[CH3:6])C.[OH-].[K+], predict the reaction product. The product is: [CH2:32]([C:19]1[N:18]([CH2:17][CH2:16][CH2:15][C:12]2[CH:13]=[CH:14][C:9]([O:8][C:5]([CH3:7])([CH3:6])[C:4]([OH:34])=[O:3])=[CH:10][CH:11]=2)[C:23](=[O:24])[C:22]2[N:25]([CH3:31])[N:26]=[C:27]([CH2:28][CH2:29][CH3:30])[C:21]=2[N:20]=1)[CH3:33]. (4) Given the reactants C([O:8][CH2:9][CH2:10][CH2:11][O:12][C:13]1[CH:18]=[C:17]([Cl:19])[CH:16]=[CH:15][C:14]=1[NH:20][C:21](=[O:27])[O:22][C:23]([CH3:26])([CH3:25])[CH3:24])C1C=CC=CC=1.[H][H], predict the reaction product. The product is: [Cl:19][C:17]1[CH:16]=[CH:15][C:14]([NH:20][C:21](=[O:27])[O:22][C:23]([CH3:25])([CH3:26])[CH3:24])=[C:13]([O:12][CH2:11][CH2:10][CH2:9][OH:8])[CH:18]=1. (5) Given the reactants [CH:1]1([NH:4][C:5]2[N:6]=[C:7]3[CH:30]=[CH:29][N:28]=[CH:27][C:8]3=[N:9][C:10]=2[N:11]2[CH2:16][CH2:15][CH:14]([C:17]([C:19]3[CH:24]=[CH:23][C:22]([F:25])=[CH:21][C:20]=3[F:26])=[O:18])[CH2:13][CH2:12]2)[CH2:3][CH2:2]1.C(O)(C(F)(F)F)=O.[BH4-].[Na+], predict the reaction product. The product is: [CH:1]1([NH:4][C:5]2[N:6]=[C:7]3[CH:30]=[CH:29][N:28]=[CH:27][C:8]3=[N:9][C:10]=2[N:11]2[CH2:12][CH2:13][CH:14]([CH:17]([C:19]3[CH:24]=[CH:23][C:22]([F:25])=[CH:21][C:20]=3[F:26])[OH:18])[CH2:15][CH2:16]2)[CH2:2][CH2:3]1.